From a dataset of NCI-60 drug combinations with 297,098 pairs across 59 cell lines. Regression. Given two drug SMILES strings and cell line genomic features, predict the synergy score measuring deviation from expected non-interaction effect. (1) Drug 1: CC1=CC2C(CCC3(C2CCC3(C(=O)C)OC(=O)C)C)C4(C1=CC(=O)CC4)C. Drug 2: CC12CCC3C(C1CCC2OP(=O)(O)O)CCC4=C3C=CC(=C4)OC(=O)N(CCCl)CCCl.[Na+]. Cell line: TK-10. Synergy scores: CSS=-3.45, Synergy_ZIP=1.97, Synergy_Bliss=0.0272, Synergy_Loewe=-5.81, Synergy_HSA=-4.45. (2) Drug 1: C1=CN(C(=O)N=C1N)C2C(C(C(O2)CO)O)O.Cl. Drug 2: CC1=C2C(C(=O)C3(C(CC4C(C3C(C(C2(C)C)(CC1OC(=O)C(C(C5=CC=CC=C5)NC(=O)C6=CC=CC=C6)O)O)OC(=O)C7=CC=CC=C7)(CO4)OC(=O)C)O)C)OC(=O)C. Cell line: SK-MEL-5. Synergy scores: CSS=23.7, Synergy_ZIP=1.52, Synergy_Bliss=4.11, Synergy_Loewe=0.467, Synergy_HSA=4.06. (3) Drug 1: C1=C(C(=O)NC(=O)N1)N(CCCl)CCCl. Drug 2: CN(C(=O)NC(C=O)C(C(C(CO)O)O)O)N=O. Cell line: U251. Synergy scores: CSS=18.9, Synergy_ZIP=-1.51, Synergy_Bliss=-2.47, Synergy_Loewe=-13.3, Synergy_HSA=-2.90. (4) Drug 1: CC1=C(C(=CC=C1)Cl)NC(=O)C2=CN=C(S2)NC3=CC(=NC(=N3)C)N4CCN(CC4)CCO. Drug 2: C1CNP(=O)(OC1)N(CCCl)CCCl. Cell line: U251. Synergy scores: CSS=7.05, Synergy_ZIP=-2.63, Synergy_Bliss=-1.54, Synergy_Loewe=2.64, Synergy_HSA=0.996.